This data is from Reaction yield outcomes from USPTO patents with 853,638 reactions. The task is: Predict the reaction yield, written as a fraction of the theoretical maximum amount of product (1.0 means a 100% yield; for example, 0.34 means a 34% yield). (1) The reactants are [N-:1]=[N+:2]=[N-:3].[Na+].[C:5]([CH:7]1[CH2:12][CH2:11][N:10]([C:13]([O:15][C:16]([CH3:19])([CH3:18])[CH3:17])=[O:14])[CH2:9][CH2:8]1)#[N:6]. The catalyst is CN(C=O)C.C(OCC)(=O)C. The product is [NH:1]1[C:5]([CH:7]2[CH2:12][CH2:11][N:10]([C:13]([O:15][C:16]([CH3:19])([CH3:18])[CH3:17])=[O:14])[CH2:9][CH2:8]2)=[N:6][N:3]=[N:2]1. The yield is 0.750. (2) The reactants are Cl[C:2]1[N:10]=[C:9]2[C:5]([N:6]([CH3:11])[CH:7]=[N:8]2)=[C:4]([N:12]2[CH2:17][CH2:16][O:15][CH2:14][C@@H:13]2[CH2:18][CH3:19])[N:3]=1.Cl.[CH2:21]([C@H:23]1[CH2:28]OC[CH2:25][NH:24]1)[CH3:22].C([N:32]([CH:35]([CH3:37])C)CC)(C)C.[CH2:38](O)[CH3:39].CN(C=[O:45])C. No catalyst specified. The product is [CH2:35]([NH:32][C:25]([NH:24][C:23]1[CH:28]=[CH:39][C:38]([C:2]2[N:10]=[C:9]3[C:5]([N:6]([CH3:11])[CH:7]=[N:8]3)=[C:4]([N:12]3[CH2:17][CH2:16][O:15][CH2:14][C@@H:13]3[CH2:18][CH3:19])[N:3]=2)=[CH:22][CH:21]=1)=[O:45])[CH3:37]. The yield is 0.870. (3) The reactants are [Cl:1][C:2]1[CH:3]=[C:4]([C:26]2[CH2:27][CH2:28][C:29](=[O:32])[NH:30][N:31]=2)[CH:5]=[CH:6][C:7]=1[O:8][CH2:9][CH2:10][C:11]1[CH:16]=[CH:15][C:14]([O:17][CH2:18][CH:19]([OH:25])[CH2:20][NH:21][CH:22]([CH3:24])[CH3:23])=[CH:13][CH:12]=1.[C:33](N)(C)(C)C. No catalyst specified. The product is [C:22]([NH:21][CH2:20][CH:19]([OH:25])[CH2:18][O:17][C:14]1[CH:13]=[CH:12][C:11]([CH2:10][CH2:9][O:8][C:7]2[CH:6]=[CH:5][C:4]([C:26]3[CH2:27][CH2:28][C:29](=[O:32])[NH:30][N:31]=3)=[CH:3][C:2]=2[Cl:1])=[CH:16][CH:15]=1)([CH3:33])([CH3:23])[CH3:24]. The yield is 0.470.